Dataset: Forward reaction prediction with 1.9M reactions from USPTO patents (1976-2016). Task: Predict the product of the given reaction. (1) Given the reactants CC1C=CC([N:8]2C3C(C(C)C)=[C:14]([OH:17])[CH:15]=CC=3C([N+]([O-])=O)=[C:9]2/[CH:24]=[CH:25]/[N:26](C)C)=CC=1.[NH:29]([C:31]1[N:36]([CH3:37])[C:35](=[O:38])[N:34]([CH3:39])[C:33](=[O:40])[CH:32]=1)[NH2:30].[OH2:41].NN, predict the reaction product. The product is: [NH:29]([C:31]1[N:36]([CH3:37])[C:35](=[O:38])[N:34]([CH3:39])[C:33](=[O:40])[CH:32]=1)[NH2:30].[C:33]([O:40][C:14](=[O:17])[CH3:15])(=[O:41])[CH3:32].[NH:26]1[CH:25]=[CH:24][CH:9]=[N:8]1. (2) Given the reactants [CH:1]1([C:4]2[CH:8]=[C:7]([NH:9][C:10]3[C:15]([C:16]#[C:17][Si](C)(C)C)=[CH:14][N:13]=[C:12]([C:22]4[S:26][C:25]([C:27]([OH:30])([CH3:29])[CH3:28])=[CH:24][CH:23]=4)[N:11]=3)[NH:6][N:5]=2)[CH2:3][CH2:2]1.C([O-])([O-])=O.[K+].[K+], predict the reaction product. The product is: [CH:1]1([C:4]2[NH:5][N:6]=[C:7]([NH:9][C:10]3[C:15]([C:16]#[CH:17])=[CH:14][N:13]=[C:12]([C:22]4[S:26][C:25]([C:27]([OH:30])([CH3:28])[CH3:29])=[CH:24][CH:23]=4)[N:11]=3)[CH:8]=2)[CH2:3][CH2:2]1. (3) Given the reactants [Cl-].[Li+].[OH-:3].[K+].[CH:5]1[C:10]([CH:11]=[O:12])=[CH:9][C:8]2[O:13][CH2:14][O:15][C:7]=2[CH:6]=1.C(Br)(Br)Br.O1C[CH2:24][O:23][CH2:22]C1, predict the reaction product. The product is: [O:15]1[C:7]2[CH:6]=[CH:5][C:10]([CH:11]([OH:12])[C:24]([O:23][CH3:22])=[O:3])=[CH:9][C:8]=2[O:13][CH2:14]1. (4) Given the reactants [Cl:1][C:2]1[CH:7]=[CH:6][CH:5]=[C:4]([Cl:8])[C:3]=1[NH:9][C:10]1[S:11][CH2:12][C:13](=[O:15])[N:14]=1.[NH:16]1[CH2:21][CH2:20][CH2:19][CH2:18][CH2:17]1.[CH2:22](O)[CH3:23], predict the reaction product. The product is: [CH:21]1([N:16]2[C:2]3[CH:7]=[C:22](/[CH:23]=[C:12]4/[C:13](=[O:15])[N:14]=[C:10]([NH:9][C:3]5[C:2]([Cl:1])=[CH:7][CH:6]=[CH:5][C:4]=5[Cl:8])[S:11]/4)[CH:5]=[CH:4][C:3]=3[N:9]=[CH:10]2)[CH2:20][CH2:19][CH2:18][CH2:17]1. (5) Given the reactants C[O:2][C:3](=[O:34])[CH2:4][C:5]1[C:14]([CH3:15])=[C:13]([CH:16]2[CH2:21][CH2:20][N:19]([S:22]([C:25]3[CH:30]=[C:29]([Cl:31])[CH:28]=[CH:27][C:26]=3[Cl:32])(=[O:24])=[O:23])[CH2:18][CH2:17]2)[C:12]2[C:7](=[CH:8][CH:9]=[C:10]([F:33])[CH:11]=2)[CH:6]=1.O.[OH-].[Li+].Cl, predict the reaction product. The product is: [Cl:32][C:26]1[CH:27]=[CH:28][C:29]([Cl:31])=[CH:30][C:25]=1[S:22]([N:19]1[CH2:20][CH2:21][CH:16]([C:13]2[C:12]3[C:7](=[CH:8][CH:9]=[C:10]([F:33])[CH:11]=3)[CH:6]=[C:5]([CH2:4][C:3]([OH:34])=[O:2])[C:14]=2[CH3:15])[CH2:17][CH2:18]1)(=[O:24])=[O:23]. (6) Given the reactants [CH3:1][O:2][C:3](=[O:42])/[C:4](/[NH:13][C:14](=[O:41])[C:15]1[C:20]([CH3:21])=[CH:19][C:18]([C:22]([NH:24][CH2:25][C:26]2[CH:31]=[CH:30][CH:29]=[C:28]([O:32][Si](C(C)(C)C)(C)C)[CH:27]=2)=[O:23])=[CH:17][C:16]=1[CH3:40])=[CH:5]/[C:6]1[S:10][C:9]([CH3:11])=[N:8][C:7]=1[CH3:12].[F-].C([N+](CCCC)(CCCC)CCCC)CCC, predict the reaction product. The product is: [CH3:1][O:2][C:3](=[O:42])/[C:4](/[NH:13][C:14](=[O:41])[C:15]1[C:20]([CH3:21])=[CH:19][C:18]([C:22]([NH:24][CH2:25][C:26]2[CH:31]=[CH:30][CH:29]=[C:28]([OH:32])[CH:27]=2)=[O:23])=[CH:17][C:16]=1[CH3:40])=[CH:5]/[C:6]1[S:10][C:9]([CH3:11])=[N:8][C:7]=1[CH3:12].